Task: Predict the reactants needed to synthesize the given product.. Dataset: Full USPTO retrosynthesis dataset with 1.9M reactions from patents (1976-2016) (1) Given the product [C:13]([O:10][CH2:9][CH:8]([C:5]1[CH:4]=[CH:3][C:2]([Br:1])=[CH:7][CH:6]=1)[CH2:11][OH:12])(=[O:15])[CH3:14], predict the reactants needed to synthesize it. The reactants are: [Br:1][C:2]1[CH:7]=[CH:6][C:5]([CH:8]([CH2:11][OH:12])[CH2:9][OH:10])=[CH:4][CH:3]=1.[C:13](OC=C)(=[O:15])[CH3:14]. (2) Given the product [N:1]([C@@H:4]([C@@H:31]([C:38]1[CH:39]=[CH:40][C:41]([Cl:44])=[CH:42][CH:43]=1)[CH:32]1[CH2:33][CH2:34][O:35][CH2:36][CH2:37]1)[C:5]([NH:7][C:8]1[CH:13]=[CH:12][CH:11]=[C:10]([F:14])[C:9]=1[CH2:15][CH2:16][C@H:17]([NH:24][S:25]([CH:28]1[CH2:29][CH2:30]1)(=[O:27])=[O:26])[CH2:18][N:19]([CH2:20][C@H:21]([OH:23])[CH3:22])[C:45](=[O:46])[O:47][C:48]([CH3:51])([CH3:50])[CH3:49])=[O:6])=[N+:2]=[N-:3], predict the reactants needed to synthesize it. The reactants are: [N:1]([C@@H:4]([C@@H:31]([C:38]1[CH:43]=[CH:42][C:41]([Cl:44])=[CH:40][CH:39]=1)[CH:32]1[CH2:37][CH2:36][O:35][CH2:34][CH2:33]1)[C:5]([NH:7][C:8]1[CH:13]=[CH:12][CH:11]=[C:10]([F:14])[C:9]=1[CH2:15][CH2:16][C@H:17]([NH:24][S:25]([CH:28]1[CH2:30][CH2:29]1)(=[O:27])=[O:26])[CH2:18][NH:19][CH2:20][C@H:21]([OH:23])[CH3:22])=[O:6])=[N+:2]=[N-:3].[C:45](O[C:45]([O:47][C:48]([CH3:51])([CH3:50])[CH3:49])=[O:46])([O:47][C:48]([CH3:51])([CH3:50])[CH3:49])=[O:46].C(N(CC)CC)C. (3) Given the product [C:32]([N:16]([CH2:17][C:18]1[CH:29]=[CH:28][C:21]([O:22][CH2:23][C:24]([O:26][CH3:27])=[O:25])=[CH:20][CH:19]=1)[CH2:15][C:14]1[CH:30]=[CH:31][C:11]([C:1]#[C:2][CH2:3][CH2:4][CH2:5][CH2:6][CH2:7][CH2:8][CH2:9][CH3:10])=[CH:12][CH:13]=1)(=[O:34])[CH3:33], predict the reactants needed to synthesize it. The reactants are: [C:1]([C:11]1[CH:31]=[CH:30][C:14]([CH2:15][NH:16][CH2:17][C:18]2[CH:29]=[CH:28][C:21]([O:22][CH2:23][C:24]([O:26][CH3:27])=[O:25])=[CH:20][CH:19]=2)=[CH:13][CH:12]=1)#[C:2][CH2:3][CH2:4][CH2:5][CH2:6][CH2:7][CH2:8][CH2:9][CH3:10].[C:32](Cl)(=[O:34])[CH3:33]. (4) The reactants are: Br[CH2:2][C:3]([C:5]1[CH:10]=[CH:9][CH:8]=[CH:7][CH:6]=1)=[O:4].[C:11]1(=[O:21])[NH:15][C:14](=[O:16])[C:13]2=[CH:17][CH:18]=[CH:19][CH:20]=[C:12]12.[K].O. Given the product [C:11]1(=[O:21])[N:15]([CH2:2][C:3]([C:5]2[CH:10]=[CH:9][CH:8]=[CH:7][CH:6]=2)=[O:4])[C:14](=[O:16])[C:13]2=[CH:17][CH:18]=[CH:19][CH:20]=[C:12]12, predict the reactants needed to synthesize it. (5) Given the product [Cl:1][C:2]1[CH:3]=[C:4]([NH:9][C:10]2[N:15]=[C:14]([NH:16][CH2:17][CH2:18][CH2:19][O:20][CH3:21])[C:13]([C:22]3[S:24][C:29]([C:28]([O:27][CH2:25][CH3:26])=[O:40])=[C:30]([C:31]4[CH:36]=[CH:35][CH:34]=[CH:33][N:32]=4)[N:23]=3)=[CH:12][N:11]=2)[CH:5]=[CH:6][C:7]=1[F:8], predict the reactants needed to synthesize it. The reactants are: [Cl:1][C:2]1[CH:3]=[C:4]([NH:9][C:10]2[N:15]=[C:14]([NH:16][CH2:17][CH2:18][CH2:19][O:20][CH3:21])[C:13]([C:22](=[S:24])[NH2:23])=[CH:12][N:11]=2)[CH:5]=[CH:6][C:7]=1[F:8].[CH2:25]([O:27][C:28](=[O:40])[C:29](=[N+]=N)[C:30](=O)[C:31]1[CH:36]=[CH:35][CH:34]=[CH:33][N:32]=1)[CH3:26]. (6) Given the product [C:21]([C:5]1[CH:6]=[C:7]([C@@H:8]2[C@@H:12]([C:13]3[CH:18]=[CH:17][CH:16]=[C:15]([F:19])[CH:14]=3)[O:11][C:10](=[O:20])[NH:9]2)[C:2]([F:1])=[N:3][CH:4]=1)#[CH:22], predict the reactants needed to synthesize it. The reactants are: [F:1][C:2]1[C:7]([C@@H:8]2[C@@H:12]([C:13]3[CH:18]=[CH:17][CH:16]=[C:15]([F:19])[CH:14]=3)[O:11][C:10](=[O:20])[NH:9]2)=[CH:6][C:5]([C:21]#[C:22][Si](C)(C)C)=[CH:4][N:3]=1.C(=O)([O-])[O-].[K+].[K+]. (7) Given the product [Cl:19][CH:13]([CH3:14])[C:12]([C:3]1[CH:4]=[CH:5][CH:6]=[C:7]([C:8]([F:10])([F:11])[F:9])[C:2]=1[F:1])=[O:15], predict the reactants needed to synthesize it. The reactants are: [F:1][C:2]1[C:7]([C:8]([F:11])([F:10])[F:9])=[CH:6][CH:5]=[CH:4][C:3]=1[C:12](=[O:15])[CH2:13][CH3:14].S(Cl)([Cl:19])(=O)=O. (8) Given the product [O:1]1[C:5]2[CH:6]=[CH:7][C:8]([C:10]3([C:13]([NH:34][C:30]4[CH:31]=[C:32]5[C:27](=[CH:28][CH:29]=4)[NH:26][C:25]([C:21]([CH3:24])([CH3:23])[CH3:22])=[CH:33]5)=[O:15])[CH2:11][CH2:12]3)=[CH:9][C:4]=2[O:3][CH2:2]1, predict the reactants needed to synthesize it. The reactants are: [O:1]1[C:5]2[CH:6]=[CH:7][C:8]([C:10]3([C:13]([OH:15])=O)[CH2:12][CH2:11]3)=[CH:9][C:4]=2[O:3][CH2:2]1.CN(C)C=O.[C:21]([C:25]1[NH:26][C:27]2[C:32]([CH:33]=1)=[CH:31][C:30]([NH2:34])=[CH:29][CH:28]=2)([CH3:24])([CH3:23])[CH3:22].C(N(CC)CC)C. (9) Given the product [C:50]([NH:57][CH2:58][CH2:59][CH2:60][O:61][CH2:62][CH2:63][O:64][CH2:65][CH2:66][O:67][CH2:68][CH2:69][CH2:70][NH:71][C:2](=[O:3])[CH2:4][CH2:5][CH2:6][CH2:7][C@H:8]1[C@@H:16]2[C@@H:11]([NH:12][C:13]([NH:15]2)=[O:14])[CH2:10][S:9]1)([O:52][C:53]([CH3:56])([CH3:55])[CH3:54])=[O:51], predict the reactants needed to synthesize it. The reactants are: O[C:2]([CH2:4][CH2:5][CH2:6][CH2:7][C@H:8]1[C@@H:16]2[C@@H:11]([NH:12][C:13]([NH:15]2)=[O:14])[CH2:10][S:9]1)=[O:3].CCN(C(C)C)C(C)C.CN(C(ON1N=NC2C=CC=CC1=2)=[N+](C)C)C.F[P-](F)(F)(F)(F)F.[C:50]([NH:57][CH2:58][CH2:59][CH2:60][O:61][CH2:62][CH2:63][O:64][CH2:65][CH2:66][O:67][CH2:68][CH2:69][CH2:70][NH2:71])([O:52][C:53]([CH3:56])([CH3:55])[CH3:54])=[O:51]. (10) Given the product [O:11]=[C:4]1[C:5]2[C:10](=[CH:9][CH:8]=[CH:7][CH:6]=2)[C:2](=[O:1])[N:3]1[CH2:12][C:13]1[CH:34]=[CH:33][C:16]2[NH:17][C:18]([CH2:20][C:21]3[NH:25][C:24]4[CH:26]=[CH:27][C:28]([C:30]([NH:53][CH2:57][CH2:56][CH2:61][C:40]5[CH:45]=[CH:44][CH:43]=[CH:42][CH:41]=5)=[O:31])=[CH:29][C:23]=4[N:22]=3)=[N:19][C:15]=2[CH:14]=1, predict the reactants needed to synthesize it. The reactants are: [O:1]=[C:2]1[C:10]2[C:5](=[CH:6][CH:7]=[CH:8][CH:9]=2)[C:4](=[O:11])[N:3]1[CH2:12][C:13]1[CH:34]=[CH:33][C:16]2[NH:17][C:18]([CH2:20][C:21]3[NH:25][C:24]4[CH:26]=[CH:27][C:28]([C:30](O)=[O:31])=[CH:29][C:23]=4[N:22]=3)=[N:19][C:15]=2[CH:14]=1.O.ON1[C:41]2[CH:42]=[CH:43][CH:44]=[CH:45][C:40]=2N=N1.F[P-](F)(F)(F)(F)F.[N:53]1(O[P+](N2CCCC2)(N2CCCC2)N2CCCC2)[C:57]2C=CC=[CH:61][C:56]=2N=N1.CN1CCOCC1.N#N.C1(CCCCN)C=CC=CC=1.Cl.[Na+].[Cl-].